This data is from Reaction yield outcomes from USPTO patents with 853,638 reactions. The task is: Predict the reaction yield, written as a fraction of the theoretical maximum amount of product (1.0 means a 100% yield; for example, 0.34 means a 34% yield). (1) The reactants are [C:1]([C:3]1[C:7]([C:8]2[CH:13]=[CH:12][C:11]([Cl:14])=[CH:10][C:9]=2[Cl:15])=[C:6]([C:16]2[NH:17][CH:18]=[CH:19][N:20]=2)[S:5][C:4]=1[C:21]1[CH:26]=[CH:25][N:24]=[C:23]([N:27]([CH2:31][C:32]2[CH:37]=[CH:36][C:35]([O:38][CH3:39])=[CH:34][CH:33]=2)[C:28](=[O:30])[CH3:29])[CH:22]=1)#[N:2].CN(C)C=O.[H-].[Na+].[F:47][C:48]1[CH:55]=[CH:54][C:51]([CH2:52]Br)=[CH:50][CH:49]=1. The catalyst is C(Cl)Cl.CCOC(C)=O. The product is [C:1]([C:3]1[C:7]([C:8]2[CH:13]=[CH:12][C:11]([Cl:14])=[CH:10][C:9]=2[Cl:15])=[C:6]([C:16]2[N:17]([CH2:52][C:51]3[CH:54]=[CH:55][C:48]([F:47])=[CH:49][CH:50]=3)[CH:18]=[CH:19][N:20]=2)[S:5][C:4]=1[C:21]1[CH:26]=[CH:25][N:24]=[C:23]([N:27]([CH2:31][C:32]2[CH:33]=[CH:34][C:35]([O:38][CH3:39])=[CH:36][CH:37]=2)[C:28](=[O:30])[CH3:29])[CH:22]=1)#[N:2]. The yield is 0.771. (2) The reactants are [CH3:1][N:2]1[CH:6]=[C:5]([N:7](C(OC(C)(C)C)=O)[NH:8]C(OC(C)(C)C)=O)[CH:4]=[N:3]1.CCO.Cl.O=[C:28]1[CH2:32][CH2:31][CH2:30][CH:29]1[C:33]#[N:34]. No catalyst specified. The product is [CH3:1][N:2]1[CH:6]=[C:5]([N:7]2[C:33]([NH2:34])=[C:29]3[CH2:30][CH2:31][CH2:32][C:28]3=[N:8]2)[CH:4]=[N:3]1. The yield is 0.0670. (3) The reactants are [Si]([O:8][CH2:9][CH2:10][CH2:11][CH2:12][CH:13]([OH:33])[CH:14]([S:23]([C:26]1[CH:31]=[CH:30][C:29]([Cl:32])=[CH:28][CH:27]=1)(=[O:25])=[O:24])[C:15]1[CH:20]=[C:19]([F:21])[CH:18]=[CH:17][C:16]=1[F:22])(C(C)(C)C)(C)C.N1C=CC=CC=1.F.CCCCCC.C(OCC)(=O)C.CCCCCC. The catalyst is O1CCCC1.C(OCC)(=O)C. The product is [Cl:32][C:29]1[CH:28]=[CH:27][C:26]([S:23]([CH:14]([C:15]2[CH:20]=[C:19]([F:21])[CH:18]=[CH:17][C:16]=2[F:22])[CH:13]([OH:33])[CH2:12][CH2:11][CH2:10][CH2:9][OH:8])(=[O:25])=[O:24])=[CH:31][CH:30]=1. The yield is 0.550. (4) The reactants are [CH3:1][C:2]1[NH:6][C:5]2[C:7]([C:17]([O:19]C)=[O:18])=[CH:8][C:9]([N:11]3[CH2:16][CH2:15][O:14][CH2:13][CH2:12]3)=[CH:10][C:4]=2[N:3]=1.Br[CH:22]([C:24]1[CH:29]=[CH:28][CH:27]=[C:26]([Cl:30])[C:25]=1[CH3:31])[CH3:23].C(=O)([O-])[O-].[K+].[K+].[OH-].[Li+]. The catalyst is CN(C)C=O.O1CCCC1.O. The product is [Cl:30][C:26]1[C:25]([CH3:31])=[C:24]([CH:22]([N:3]2[C:4]3[CH:10]=[C:9]([N:11]4[CH2:12][CH2:13][O:14][CH2:15][CH2:16]4)[CH:8]=[C:7]([C:17]([OH:19])=[O:18])[C:5]=3[N:6]=[C:2]2[CH3:1])[CH3:23])[CH:29]=[CH:28][CH:27]=1. The yield is 0.120.